Dataset: Forward reaction prediction with 1.9M reactions from USPTO patents (1976-2016). Task: Predict the product of the given reaction. (1) Given the reactants [F:1][C:2]([F:42])([F:41])[C:3]([C:30]1[NH:34][C:33]2[CH:35]=[CH:36][C:37]([C:39]#[N:40])=[CH:38][C:32]=2[N:31]=1)([O:28][CH3:29])[C:4]1[C:12]([S:13]([CH3:16])(=[O:15])=[O:14])=[CH:11][C:10]([CH3:17])=[C:9]2[C:5]=1[CH:6]=[CH:7][N:8]2S(C1C=CC(C)=CC=1)(=O)=O.[O-]CC.[Na+], predict the reaction product. The product is: [F:42][C:2]([F:1])([F:41])[C:3]([C:30]1[NH:34][C:33]2[CH:35]=[CH:36][C:37]([C:39]#[N:40])=[CH:38][C:32]=2[N:31]=1)([O:28][CH3:29])[C:4]1[C:12]([S:13]([CH3:16])(=[O:15])=[O:14])=[CH:11][C:10]([CH3:17])=[C:9]2[C:5]=1[CH:6]=[CH:7][NH:8]2. (2) Given the reactants Cl[C:2]1[CH:3]=[C:4]([NH:11][C:12]2[CH:17]=[CH:16][C:15]([N+:18]([O-:20])=[O:19])=[CH:14][CH:13]=2)[C:5]2[N:6]([CH:8]=[CH:9][N:10]=2)[N:7]=1.[NH2:21][C@H:22]1[CH2:27][CH2:26][C@H:25]([NH2:28])[CH2:24][CH2:23]1, predict the reaction product. The product is: [NH2:21][C@H:22]1[CH2:27][CH2:26][C@H:25]([NH:28][C:2]2[CH:3]=[C:4]([NH:11][C:12]3[CH:17]=[CH:16][C:15]([N+:18]([O-:20])=[O:19])=[CH:14][CH:13]=3)[C:5]3[N:6]([CH:8]=[CH:9][N:10]=3)[N:7]=2)[CH2:24][CH2:23]1. (3) Given the reactants [CH3:1][C:2]1[CH:17]=[C:16]([CH3:18])[CH:15]=[C:14]([CH3:19])[C:3]=1[CH2:4][S:5][CH:6]1[CH2:11][CH2:10][CH2:9][C:8](=[N:12]O)[CH2:7]1.C1(C)C(S(Cl)(=O)=[O:27])=CC=CC=1.S(=O)(=O)(O)O.C(Cl)Cl, predict the reaction product. The product is: [CH3:1][C:2]1[CH:17]=[C:16]([CH3:18])[CH:15]=[C:14]([CH3:19])[C:3]=1[CH2:4][S:5][CH:6]1[CH2:11][CH2:10][CH2:9][NH:12][C:8](=[O:27])[CH2:7]1. (4) Given the reactants [CH3:1][O:2][P:3]([NH:7][C:8]1[CH:17]=[CH:16][C:11]([C:12]([O:14]C)=[O:13])=[CH:10][CH:9]=1)([O:5][CH3:6])=[O:4].[Li+].[OH-].Cl, predict the reaction product. The product is: [CH3:1][O:2][P:3]([NH:7][C:8]1[CH:17]=[CH:16][C:11]([C:12]([OH:14])=[O:13])=[CH:10][CH:9]=1)([O:5][CH3:6])=[O:4]. (5) Given the reactants [NH2:1][CH2:2][CH2:3][NH:4][C:5]1[N:6]=[C:7]([C:24]2[CH:29]=[CH:28][CH:27]=[CH:26][C:25]=2[CH3:30])[C:8]2[CH:14]=[CH:13][C:12](=[O:15])[N:11]([C:16]3[C:21]([F:22])=[CH:20][CH:19]=[CH:18][C:17]=3[F:23])[C:9]=2[N:10]=1.C1C=CC(O[C:38](OC2C=CC=CC=2)=[N:39][C:40]#[N:41])=CC=1.[NH3:49], predict the reaction product. The product is: [C:38]([NH:39][C:40]([NH:1][CH2:2][CH2:3][NH:4][C:5]1[N:6]=[C:7]([C:24]2[CH:29]=[CH:28][CH:27]=[CH:26][C:25]=2[CH3:30])[C:8]2[CH:14]=[CH:13][C:12](=[O:15])[N:11]([C:16]3[C:21]([F:22])=[CH:20][CH:19]=[CH:18][C:17]=3[F:23])[C:9]=2[N:10]=1)=[NH:41])#[N:49]. (6) Given the reactants [CH2:1]([O:8][C:9]1[CH:14]=[CH:13][C:12]([CH:15]([CH2:18][OH:19])[CH2:16][OH:17])=[CH:11][CH:10]=1)[C:2]1[CH:7]=[CH:6][CH:5]=[CH:4][CH:3]=1.[CH3:20][C:21]1C=CC(S(O)(=O)=O)=C[CH:26]=1, predict the reaction product. The product is: [CH2:1]([O:8][C:9]1[CH:10]=[CH:11][C:12]([CH:15]2[CH2:18][O:19][C:21]([CH3:26])([CH3:20])[O:17][CH2:16]2)=[CH:13][CH:14]=1)[C:2]1[CH:3]=[CH:4][CH:5]=[CH:6][CH:7]=1.